Dataset: Reaction yield outcomes from USPTO patents with 853,638 reactions. Task: Predict the reaction yield, written as a fraction of the theoretical maximum amount of product (1.0 means a 100% yield; for example, 0.34 means a 34% yield). (1) The reactants are [Br:1][C:2]1[CH:17]=[CH:16][C:5]2[N:6]=[C:7]([O:9][CH:10]3[CH2:15][CH2:14][NH:13][CH2:12][CH2:11]3)[S:8][C:4]=2[CH:3]=1.Cl[C:19]1[N:24]=[CH:23][C:22]([F:25])=[CH:21][N:20]=1.C(=O)([O-])[O-].[K+].[K+]. The catalyst is CN(C=O)C.O. The product is [Br:1][C:2]1[CH:17]=[CH:16][C:5]2[N:6]=[C:7]([O:9][CH:10]3[CH2:11][CH2:12][N:13]([C:19]4[N:24]=[CH:23][C:22]([F:25])=[CH:21][N:20]=4)[CH2:14][CH2:15]3)[S:8][C:4]=2[CH:3]=1. The yield is 0.850. (2) The reactants are [CH2:1]([O:3][C:4]([CH:6]1[CH2:11][NH:10][CH2:9][CH2:8][NH:7]1)=[O:5])[CH3:2].Br[CH:13]([C:20]1[CH:25]=[CH:24][CH:23]=[CH:22][CH:21]=1)[C:14]1[CH:19]=[CH:18][CH:17]=[CH:16][CH:15]=1.C([O-])([O-])=O.[K+].[K+]. The catalyst is CN(C=O)C.CCOC(C)=O. The product is [CH2:1]([O:3][C:4]([CH:6]1[CH2:11][N:10]([CH:13]([C:14]2[CH:19]=[CH:18][CH:17]=[CH:16][CH:15]=2)[C:20]2[CH:25]=[CH:24][CH:23]=[CH:22][CH:21]=2)[CH2:9][CH2:8][NH:7]1)=[O:5])[CH3:2]. The yield is 0.750. (3) The reactants are [C:1]1([C:11]2[CH:20]=[CH:19][C:18]3[C:13](=[CH:14][CH:15]=[C:16](B(O)O)[CH:17]=3)[CH:12]=2)[C:10]2[C:5](=[CH:6][CH:7]=[CH:8][CH:9]=2)[CH:4]=[CH:3][CH:2]=1.[Br:24][C:25]1[CH:30]=[CH:29][C:28](I)=[CH:27][CH:26]=1.C(=O)([O-])[O-].[Na+].[Na+]. The catalyst is C1(C)C=CC=CC=1. The product is [Br:24][C:25]1[CH:30]=[CH:29][C:28]([C:16]2[CH:15]=[CH:14][C:13]3[C:18](=[CH:19][CH:20]=[C:11]([C:1]4[C:10]5[C:5](=[CH:6][CH:7]=[CH:8][CH:9]=5)[CH:4]=[CH:3][CH:2]=4)[CH:12]=3)[CH:17]=2)=[CH:27][CH:26]=1. The yield is 0.830. (4) The reactants are Br[C:2]1[CH:3]=[C:4]([S:9]([N:12]([CH3:14])[CH3:13])(=[O:11])=[O:10])[CH:5]=[C:6]([CH3:8])[CH:7]=1.[C:15](=[NH:28])([C:22]1[CH:27]=[CH:26][CH:25]=[CH:24][CH:23]=1)[C:16]1[CH:21]=[CH:20][CH:19]=[CH:18][CH:17]=1.C(=O)([O-])[O-].[Cs+].[Cs+].C1C=CC(P(C2C(C3C(P(C4C=CC=CC=4)C4C=CC=CC=4)=CC=C4C=3C=CC=C4)=C3C(C=CC=C3)=CC=2)C2C=CC=CC=2)=CC=1. The catalyst is O1CCOCC1.C([O-])(=O)C.[Pd+2].C([O-])(=O)C. The product is [C:16]1([C:15](=[N:28][C:2]2[CH:3]=[C:4]([S:9]([N:12]([CH3:14])[CH3:13])(=[O:11])=[O:10])[CH:5]=[C:6]([CH3:8])[CH:7]=2)[C:22]2[CH:23]=[CH:24][CH:25]=[CH:26][CH:27]=2)[CH:21]=[CH:20][CH:19]=[CH:18][CH:17]=1. The yield is 0.730. (5) The yield is 0.570. The catalyst is C(OCC)(=O)C. The reactants are [ClH:1].C(OCC)(=O)C.CC(OC([N:15]1[CH2:20][CH2:19][CH:18]([C:21]([NH:23][C:24]2[CH:29]=[CH:28][CH:27]=[C:26]([C:30]3[C:39]4[C:34](=[CH:35][C:36]([O:45][CH3:46])=[C:37]5[O:42][C:41]([CH3:44])([CH3:43])[CH2:40][C:38]5=4)[CH2:33][C:32]([CH3:48])([CH3:47])[N:31]=3)[CH:25]=2)=[O:22])[CH2:17][CH2:16]1)=O)(C)C.C(O)C. The product is [ClH:1].[ClH:1].[CH3:46][O:45][C:36]1[CH:35]=[C:34]2[C:39](=[C:38]3[CH2:40][C:41]([CH3:44])([CH3:43])[O:42][C:37]=13)[C:30]([C:26]1[CH:25]=[C:24]([NH:23][C:21]([CH:18]3[CH2:17][CH2:16][NH:15][CH2:20][CH2:19]3)=[O:22])[CH:29]=[CH:28][CH:27]=1)=[N:31][C:32]([CH3:48])([CH3:47])[CH2:33]2. (6) The reactants are C1(C(C2C=CC=CC=2)(C2C=CC=CC=2)[N:8]2[CH:12]=[C:11]([CH2:13][CH2:14][OH:15])[N:10]=[CH:9]2)C=CC=CC=1.Br[CH2:29][C:30]1[CH:37]=[CH:36][C:33]([C:34]#[N:35])=[CH:32][CH:31]=1. The yield is 0.126. The product is [OH:15][CH2:14][CH2:13][C:11]1[N:10]([CH2:29][C:30]2[CH:37]=[CH:36][C:33]([C:34]#[N:35])=[CH:32][CH:31]=2)[CH:9]=[N:8][CH:12]=1. The catalyst is C(#N)C. (7) The reactants are Br[C:2]1[CH:20]=[CH:19][C:5]([O:6][C:7]2[CH:14]=[C:13]([C:15]([F:18])([F:17])[F:16])[CH:12]=[CH:11][C:8]=2[C:9]#[N:10])=[CH:4][C:3]=1[CH:21]=[O:22].[C:23]1(B(O)O)[CH:28]=[CH:27][CH:26]=[CH:25][CH:24]=1.C(=O)([O-])[O-].[Na+].[Na+]. The catalyst is C(COC)OC.O.C1(P(C2C=CC=CC=2)C2C=CC=CC=2)C=CC=CC=1. The product is [CH:21]([C:3]1[CH:4]=[C:5]([O:6][C:7]2[CH:14]=[C:13]([C:15]([F:18])([F:17])[F:16])[CH:12]=[CH:11][C:8]=2[C:9]#[N:10])[CH:19]=[CH:20][C:2]=1[C:23]1[CH:28]=[CH:27][CH:26]=[CH:25][CH:24]=1)=[O:22]. The yield is 0.990. (8) The reactants are [Si]([O:8][CH2:9][CH2:10][N:11]([CH:46]([CH3:48])[CH3:47])[C:12]([C:14]1[C:19]([O:20][CH2:21][C:22]2[CH:27]=[CH:26][CH:25]=[CH:24][CH:23]=2)=[C:18]([OH:28])[N:17]=[C:16]([CH2:29][C:30]2([C:40]3[CH:45]=[CH:44][CH:43]=[CH:42][CH:41]=3)[CH2:39][CH2:38][C:33]3(OCC[O:34]3)[CH2:32][CH2:31]2)[N:15]=1)=[O:13])(C(C)(C)C)(C)C.Cl.C(OCC)(=O)C. The catalyst is O1CCCC1. The product is [OH:8][CH2:9][CH2:10][N:11]([CH:46]([CH3:48])[CH3:47])[C:12]([C:14]1[C:19]([O:20][CH2:21][C:22]2[CH:27]=[CH:26][CH:25]=[CH:24][CH:23]=2)=[C:18]([OH:28])[N:17]=[C:16]([CH2:29][C:30]2([C:40]3[CH:41]=[CH:42][CH:43]=[CH:44][CH:45]=3)[CH2:31][CH2:32][C:33](=[O:34])[CH2:38][CH2:39]2)[N:15]=1)=[O:13]. The yield is 0.666.